Dataset: Full USPTO retrosynthesis dataset with 1.9M reactions from patents (1976-2016). Task: Predict the reactants needed to synthesize the given product. (1) Given the product [CH3:16][O:15][C:12]1[CH:11]=[CH:10][C:9]([CH2:8][N:7]2[C@H:3]([C:4]([OH:6])=[O:5])[CH2:2][S:1][C:17]2=[O:18])=[CH:14][CH:13]=1, predict the reactants needed to synthesize it. The reactants are: [SH:1][CH2:2][C@H:3]([NH:7][CH2:8][C:9]1[CH:14]=[CH:13][C:12]([O:15][CH3:16])=[CH:11][CH:10]=1)[C:4]([OH:6])=[O:5].[C:17]([O-])([O-])=[O:18].[K+].[K+].C1N=CN(C(N2C=NC=C2)=O)C=1.C(OC(C)C)(=O)C. (2) Given the product [CH3:9]/[C:10](/[CH:11]([OH:12])[CH2:1][CH3:2])=[CH:13]\[C:14]1[CH:19]=[CH:18][CH:17]=[CH:16][CH:15]=1, predict the reactants needed to synthesize it. The reactants are: [CH:1](=O)[C:2]1C=CC=CC=1.[CH3:9][C:10](=[CH:13][C:14]1[CH:19]=[CH:18][CH:17]=[CH:16][CH:15]=1)[CH:11]=[O:12]. (3) Given the product [CH3:2][C:3]1[N:7]=[C:6]([CH:8]2[CH2:13][CH2:12][CH2:11][N:10]([CH3:14])[CH2:9]2)[S:5][N:4]=1, predict the reactants needed to synthesize it. The reactants are: Cl.[CH3:2][C:3]1[N:7]=[C:6]([CH:8]2[CH2:13][CH2:12][CH2:11][NH:10][CH2:9]2)[S:5][N:4]=1.[C:14](=O)([O-])[O-].[K+].[K+].Cl.Cl.CCO. (4) Given the product [Cl:22][C:23]1[CH:24]=[C:25]([CH:28]=[CH:29][C:30]=1[Cl:31])[CH2:26][NH:27][CH2:19][C@@H:17]([OH:18])[CH2:16][O:15][C:12]1[CH:13]=[CH:14][C:9]([C:6]2[C:5]3[CH:20]=[CH:21][C:2]([F:1])=[CH:3][C:4]=3[O:8][N:7]=2)=[CH:10][CH:11]=1, predict the reactants needed to synthesize it. The reactants are: [F:1][C:2]1[CH:21]=[CH:20][C:5]2[C:6]([C:9]3[CH:14]=[CH:13][C:12]([O:15][CH2:16][C@H:17]4[CH2:19][O:18]4)=[CH:11][CH:10]=3)=[N:7][O:8][C:4]=2[CH:3]=1.[Cl:22][C:23]1[CH:24]=[C:25]([CH:28]=[CH:29][C:30]=1[Cl:31])[CH2:26][NH2:27].